This data is from Full USPTO retrosynthesis dataset with 1.9M reactions from patents (1976-2016). The task is: Predict the reactants needed to synthesize the given product. Given the product [ClH:1].[Cl:1][C:2]1[C:3]2[C:7]([CH:8]=[CH:9][CH:10]=1)=[N:6][N:5]1[C:11]([C@@H:16]3[CH2:21][CH2:20][NH:19][C@@H:18]([CH3:29])[CH2:17]3)=[CH:12][C:13](=[O:15])[NH:14][C:4]=21, predict the reactants needed to synthesize it. The reactants are: [Cl:1][C:2]1[C:3]2[C:7]([CH:8]=[CH:9][CH:10]=1)=[N:6][N:5]1[C:11]([CH:16]3[CH2:21][CH2:20][N:19](C(OC(C)(C)C)=O)[CH:18]([CH3:29])[CH2:17]3)=[CH:12][C:13](=[O:15])[NH:14][C:4]=21.Cl.